This data is from CYP3A4 inhibition data for predicting drug metabolism from PubChem BioAssay. The task is: Regression/Classification. Given a drug SMILES string, predict its absorption, distribution, metabolism, or excretion properties. Task type varies by dataset: regression for continuous measurements (e.g., permeability, clearance, half-life) or binary classification for categorical outcomes (e.g., BBB penetration, CYP inhibition). Dataset: cyp3a4_veith. (1) The drug is CS(=O)(=O)O.OC(CCN1CCCCC1)(c1ccccc1)c1ccccc1. The result is 0 (non-inhibitor). (2) The drug is CC(C)(CCc1nc2ccccc2[nH]1)C(=O)O. The result is 0 (non-inhibitor).